Dataset: Peptide-MHC class II binding affinity with 134,281 pairs from IEDB. Task: Regression. Given a peptide amino acid sequence and an MHC pseudo amino acid sequence, predict their binding affinity value. This is MHC class II binding data. (1) The peptide sequence is NLMITVDDDGTMRIK. The MHC is DRB1_0301 with pseudo-sequence DRB1_0301. The binding affinity (normalized) is 0.767. (2) The peptide sequence is RSPISNMVSMANNHM. The MHC is DRB1_0701 with pseudo-sequence DRB1_0701. The binding affinity (normalized) is 0.387. (3) The peptide sequence is AFKVAATIANAAPAN. The MHC is HLA-DPA10103-DPB10301 with pseudo-sequence HLA-DPA10103-DPB10301. The binding affinity (normalized) is 0.648. (4) The peptide sequence is MLGSNTMQRVVFVVLLLL. The MHC is DRB1_0404 with pseudo-sequence DRB1_0404. The binding affinity (normalized) is 0.0800. (5) The peptide sequence is LNIKLNMPLYIAGNK. The MHC is DRB1_0405 with pseudo-sequence DRB1_0405. The binding affinity (normalized) is 0.325. (6) The peptide sequence is INEPTAAAIAYNLDR. The MHC is HLA-DQA10102-DQB10602 with pseudo-sequence HLA-DQA10102-DQB10602. The binding affinity (normalized) is 0.701. (7) The peptide sequence is ASEVFKAVEAYLVAH. The binding affinity (normalized) is 0.489. The MHC is DRB3_0101 with pseudo-sequence DRB3_0101. (8) The peptide sequence is VDLAKSLRIAAKIYS. The MHC is HLA-DPA10201-DPB10101 with pseudo-sequence HLA-DPA10201-DPB10101. The binding affinity (normalized) is 0.375. (9) The peptide sequence is FFGQNTAAIAATEAQ. The MHC is HLA-DQA10501-DQB10301 with pseudo-sequence HLA-DQA10501-DQB10301. The binding affinity (normalized) is 0.574.